From a dataset of Reaction yield outcomes from USPTO patents with 853,638 reactions. Predict the reaction yield, written as a fraction of the theoretical maximum amount of product (1.0 means a 100% yield; for example, 0.34 means a 34% yield). (1) The reactants are [CH2:1]([O:8][C@@H:9]1[C@@H:24]([OH:25])[C@@H:23]([OH:26])[C@@H:12]2[O:13][CH:14]([C:17]3[CH:22]=[CH:21][CH:20]=[CH:19][CH:18]=3)[O:15][CH2:16][C@H:11]2[O:10]1)[C:2]1[CH:7]=[CH:6][CH:5]=[CH:4][CH:3]=1.N1C=NCC=1.[C:32]([Si:36](Cl)([CH3:38])[CH3:37])([CH3:35])([CH3:34])[CH3:33]. The catalyst is CN(C=O)C. The product is [CH2:1]([O:8][C@H:9]1[O:10][C@H:11]2[C@@H:12]([O:13][C@H:14]([C:17]3[CH:22]=[CH:21][CH:20]=[CH:19][CH:18]=3)[O:15][CH2:16]2)[C@H:23]([O:26][Si:36]([C:32]([CH3:35])([CH3:34])[CH3:33])([CH3:38])[CH3:37])[C@@H:24]1[OH:25])[C:2]1[CH:3]=[CH:4][CH:5]=[CH:6][CH:7]=1. The yield is 0.880. (2) The reactants are [CH:1]12[CH2:27][CH:5]3[N:6]([C:10]([O:12][CH:13]4[CH2:18][CH2:17][CH2:16][N:15]([C:19]5[CH:24]=[CH:23][C:22]([NH2:25])=[CH:21][C:20]=5[F:26])[CH2:14]4)=[O:11])[CH:7]([CH2:9][CH:3]([CH2:4]3)[O:2]1)[CH2:8]2.Br[CH2:29][CH2:30][CH2:31][CH2:32][C:33](Cl)=[O:34].CC(C)([O-])C.[K+]. The catalyst is CN(C)C1C=CN=CC=1.O1CCCC1. The product is [CH:1]12[CH2:8][CH:7]3[N:6]([C:10]([O:12][CH:13]4[CH2:18][CH2:17][CH2:16][N:15]([C:19]5[CH:24]=[CH:23][C:22]([N:25]6[CH2:29][CH2:30][CH2:31][CH2:32][C:33]6=[O:34])=[CH:21][C:20]=5[F:26])[CH2:14]4)=[O:11])[CH:5]([CH2:4][CH:3]([CH2:9]3)[O:2]1)[CH2:27]2. The yield is 0.903. (3) The reactants are [Cl:1][C:2]1[C:10]2[C:5](=[N:6][C:7](S(C)(=O)=O)=[N:8][CH:9]=2)[N:4]([CH3:15])[N:3]=1.[CH2:16]([CH2:18][NH2:19])[OH:17].O.C(OCC)(=O)C. The catalyst is CN1CCCC1=O. The product is [Cl:1][C:2]1[C:10]2[C:5](=[N:6][C:7]([NH:19][CH2:18][CH2:16][OH:17])=[N:8][CH:9]=2)[N:4]([CH3:15])[N:3]=1. The yield is 0.870.